From a dataset of Full USPTO retrosynthesis dataset with 1.9M reactions from patents (1976-2016). Predict the reactants needed to synthesize the given product. (1) Given the product [Cl:45][C:10]1[CH:30]=[C:29]([F:31])[C:28]([N:32]2[C:37](=[O:38])[CH:36]=[C:35]([C:39]([F:42])([F:41])[F:40])[N:34]([CH3:43])[C:33]2=[O:44])=[CH:27][C:11]=1[O:12][C:13]1[C:14]([O:19][CH:20]([CH3:26])[C:21]([O:23][CH2:24][CH3:25])=[O:22])=[N:15][CH:16]=[CH:17][CH:18]=1, predict the reactants needed to synthesize it. The reactants are: N(OCCC(C)C)=O.N[C:10]1[CH:30]=[C:29]([F:31])[C:28]([N:32]2[C:37](=[O:38])[CH:36]=[C:35]([C:39]([F:42])([F:41])[F:40])[N:34]([CH3:43])[C:33]2=[O:44])=[CH:27][C:11]=1[O:12][C:13]1[C:14]([O:19][CH:20]([CH3:26])[C:21]([O:23][CH2:24][CH3:25])=[O:22])=[N:15][CH:16]=[CH:17][CH:18]=1.[ClH:45]. (2) Given the product [OH:34][CH2:33][CH2:35][NH:36][C:4]([C:6]1[C:7]2[S:15][CH:14]=[C:13]([CH2:16][O:17][C:18]3[CH:23]=[CH:22][CH:21]=[C:20]([O:24][CH2:25][C:26]4[CH:27]=[CH:28][C:29]([Cl:32])=[CH:30][CH:31]=4)[CH:19]=3)[C:8]=2[C:9]([NH2:12])=[N:10][CH:11]=1)=[O:5], predict the reactants needed to synthesize it. The reactants are: C(O[C:4]([C:6]1[C:7]2[S:15][CH:14]=[C:13]([CH2:16][O:17][C:18]3[CH:23]=[CH:22][CH:21]=[C:20]([O:24][CH2:25][C:26]4[CH:31]=[CH:30][C:29]([Cl:32])=[CH:28][CH:27]=4)[CH:19]=3)[C:8]=2[C:9]([NH2:12])=[N:10][CH:11]=1)=[O:5])C.[CH2:33]([CH2:35][NH2:36])[OH:34]. (3) Given the product [Cl:8][C:5]1[CH:6]=[CH:7][C:2]([C:16]2([OH:19])[CH2:17][CH2:18][C:13]3([O:12][CH2:11][CH2:10][O:9]3)[CH2:14][CH2:15]2)=[CH:3][CH:4]=1, predict the reactants needed to synthesize it. The reactants are: Br[C:2]1[CH:7]=[CH:6][C:5]([Cl:8])=[CH:4][CH:3]=1.[O:9]1[C:13]2([CH2:18][CH2:17][C:16](=[O:19])[CH2:15][CH2:14]2)[O:12][CH2:11][CH2:10]1. (4) The reactants are: [SH:1][C:2]1[CH:7]=[CH:6][N:5]=[CH:4][CH:3]=1.Br[CH:9]([CH3:11])[CH3:10].C(=O)([O-])[O-].[K+].[K+]. Given the product [CH:9]([S:1][C:2]1[CH:7]=[CH:6][N:5]=[CH:4][CH:3]=1)([CH3:11])[CH3:10], predict the reactants needed to synthesize it. (5) Given the product [Br:15][C:4]1[C:3]([CH2:1][CH3:2])=[CH:10][C:7]([C:8]#[N:9])=[C:6]([CH3:11])[N:5]=1, predict the reactants needed to synthesize it. The reactants are: [CH2:1]([C:3]1[C:4](O)=[N:5][C:6]([CH3:11])=[C:7]([CH:10]=1)[C:8]#[N:9])[CH3:2].P(Br)(Br)([Br:15])=O.BrP(Br)Br.O. (6) Given the product [OH:8][C@@H:9]1[C@@:44]2([CH3:45])[C:13](=[CH:14][CH:15]=[C:16]3[C@@H:43]2[CH2:42][CH2:41][C@@:40]2([CH3:46])[C@H:17]3[CH2:18][CH:19]=[C:20]2[C@H:21]([O:23][CH2:24]/[CH:25]=[CH:26]/[C:27]([CH2:38][CH3:39])([OH:30])[CH2:28][CH3:29])[CH3:22])[CH2:12][C@@H:11]([OH:47])[CH2:10]1, predict the reactants needed to synthesize it. The reactants are: [Si]([O:8][C@@H:9]1[C@@:44]2([CH3:45])[C:13](=[CH:14][CH:15]=[C:16]3[C@@H:43]2[CH2:42][CH2:41][C@@:40]2([CH3:46])[C@H:17]3[CH2:18][CH:19]=[C:20]2[C@H:21]([O:23][CH2:24]/[CH:25]=[CH:26]/[C:27]([CH2:38][CH3:39])([O:30][Si](CC)(CC)CC)[CH2:28][CH3:29])[CH3:22])[CH2:12][C@@H:11]([O:47][Si](C(C)(C)C)(C)C)[CH2:10]1)(C(C)(C)C)(C)C.[F-].C([N+](CCCC)(CCCC)CCCC)CCC. (7) Given the product [CH2:1]([O:8][C:9](=[O:10])[NH:11][C@H:12]([CH2:13][OH:14])[CH2:16][CH2:17][NH:18][C:19]([O:21][C:22]([CH3:23])([CH3:24])[CH3:25])=[O:20])[C:2]1[CH:3]=[CH:4][CH:5]=[CH:6][CH:7]=1, predict the reactants needed to synthesize it. The reactants are: [CH2:1]([O:8][C:9]([NH:11][C@@H:12]([CH2:16][CH2:17][NH:18][C:19]([O:21][C:22]([CH3:25])([CH3:24])[CH3:23])=[O:20])[C:13](O)=[O:14])=[O:10])[C:2]1[CH:7]=[CH:6][CH:5]=[CH:4][CH:3]=1.CN1CCOCC1.ClC(OCC)=O.[H-].[Al+3].[Li+].[H-].[H-].[H-]. (8) The reactants are: [NH2:1][C:2]1[N:7]=[C:6]([CH2:8][O:9][CH2:10][C@@H:11]([C:20]([O:22]C)=[O:21])[NH:12]C(OC(C)(C)C)=O)[CH:5]=[C:4]([CH3:24])[CH:3]=1.Cl. Given the product [C:20]([OH:22])(=[O:21])[CH3:11].[NH2:1][C:2]1[N:7]=[C:6]([CH2:8][O:9][CH2:10][C@@H:11]([C:20]([OH:22])=[O:21])[NH2:12])[CH:5]=[C:4]([CH3:24])[CH:3]=1, predict the reactants needed to synthesize it.